Dataset: Forward reaction prediction with 1.9M reactions from USPTO patents (1976-2016). Task: Predict the product of the given reaction. (1) Given the reactants [NH2:1][CH:2]1[CH2:7][CH2:6][N:5]([C:8]([O:10][C:11]([CH3:14])([CH3:13])[CH3:12])=[O:9])[CH2:4][CH2:3]1.[H-].[Na+].Br[C:18]1[S:19][C:20]([C:23]([N:25]([C:35]2[CH:40]=[CH:39][C:38]([Cl:41])=[CH:37][CH:36]=2)[CH2:26][C:27]2[CH:32]=[CH:31][C:30]([O:33][CH3:34])=[CH:29][CH:28]=2)=[O:24])=[CH:21][N:22]=1, predict the reaction product. The product is: [Cl:41][C:38]1[CH:37]=[CH:36][C:35]([N:25]([CH2:26][C:27]2[CH:28]=[CH:29][C:30]([O:33][CH3:34])=[CH:31][CH:32]=2)[C:23]([C:20]2[S:19][C:18]([NH:1][CH:2]3[CH2:3][CH2:4][N:5]([C:8]([O:10][C:11]([CH3:14])([CH3:13])[CH3:12])=[O:9])[CH2:6][CH2:7]3)=[N:22][CH:21]=2)=[O:24])=[CH:40][CH:39]=1. (2) Given the reactants [C:1]1([CH2:7][CH2:8][CH2:9][CH2:10][OH:11])[CH:6]=[CH:5][CH:4]=[CH:3][CH:2]=1.[C:12](Cl)(=[O:17])[C:13]([CH3:16])([CH3:15])[CH3:14].C(N(C(C)C)CC)(C)C.O, predict the reaction product. The product is: [C:12]([O:11][CH2:10][CH2:9][CH2:8][CH2:7][C:1]1[CH:6]=[CH:5][CH:4]=[CH:3][CH:2]=1)(=[O:17])[C:13]([CH3:16])([CH3:15])[CH3:14].